Dataset: Forward reaction prediction with 1.9M reactions from USPTO patents (1976-2016). Task: Predict the product of the given reaction. (1) The product is: [NH2:13][C:14]1[CH:22]=[C:21]([Cl:23])[CH:20]=[CH:19][C:15]=1[C:16]([NH:3][CH3:2])=[O:17]. Given the reactants C1N=C[N:3](C(N2C=NC=C2)=O)[CH:2]=1.[NH2:13][C:14]1[CH:22]=[C:21]([Cl:23])[CH:20]=[CH:19][C:15]=1[C:16](O)=[O:17].CN, predict the reaction product. (2) Given the reactants C(OC(=O)[NH:7][CH2:8][CH:9]1[CH2:14][CH2:13][N:12]([C:15]([CH:17]2[CH2:22][CH2:21][CH:20]([NH:23][C:24]3[N:29]=[C:28]([N:30]4[C:38]5[C:33](=[C:34]([O:39][CH2:40][CH2:41][CH2:42][S:43]([CH3:46])(=[O:45])=[O:44])[CH:35]=[CH:36][CH:37]=5)[CH:32]=[CH:31]4)[CH:27]=[CH:26][N:25]=3)[CH2:19][CH2:18]2)=[O:16])[CH2:11][CH2:10]1)(C)(C)C.CCO, predict the reaction product. The product is: [NH2:7][CH2:8][CH:9]1[CH2:14][CH2:13][N:12]([C:15]([CH:17]2[CH2:18][CH2:19][CH:20]([NH:23][C:24]3[N:29]=[C:28]([N:30]4[C:38]5[C:33](=[C:34]([O:39][CH2:40][CH2:41][CH2:42][S:43]([CH3:46])(=[O:44])=[O:45])[CH:35]=[CH:36][CH:37]=5)[CH:32]=[CH:31]4)[CH:27]=[CH:26][N:25]=3)[CH2:21][CH2:22]2)=[O:16])[CH2:11][CH2:10]1. (3) The product is: [N:13]1[CH:14]=[CH:15][C:16]([C:18]2[CH:19]=[N:20][CH:21]=[N:22][CH:23]=2)=[N:17][C:12]=1[NH:11][C:3]1[CH:4]=[C:5]([NH2:8])[CH:6]=[CH:7][C:2]=1[CH3:1]. Given the reactants [CH3:1][C:2]1[CH:7]=[CH:6][C:5]([N+:8]([O-])=O)=[CH:4][C:3]=1[NH:11][C:12]1[N:17]=[C:16]([C:18]2[CH:19]=[N:20][CH:21]=[N:22][CH:23]=2)[CH:15]=[CH:14][N:13]=1.C(=O)([O-])[O-].[Na+].[Na+], predict the reaction product. (4) Given the reactants [CH3:1][S:2]([C:5]1[CH:6]=[CH:7][C:8]([O:14][CH:15]([CH3:20])[C:16]([F:19])([F:18])[F:17])=[C:9]([CH:13]=1)[C:10]([OH:12])=O)(=[O:4])=[O:3].[N:21]1([C:27]2[S:28][C:29]([C:32]#[N:33])=[CH:30][N:31]=2)[CH2:26][CH2:25][NH:24][CH2:23][CH2:22]1, predict the reaction product. The product is: [CH3:1][S:2]([C:5]1[CH:6]=[CH:7][C:8]([O:14][CH:15]([CH3:20])[C:16]([F:19])([F:18])[F:17])=[C:9]([CH:13]=1)[C:10]([N:24]1[CH2:25][CH2:26][N:21]([C:27]2[S:28][C:29]([C:32]#[N:33])=[CH:30][N:31]=2)[CH2:22][CH2:23]1)=[O:12])(=[O:3])=[O:4]. (5) Given the reactants [C:1]1([C:18]2[CH:23]=[CH:22][CH:21]=[CH:20][CH:19]=2)[CH:6]=[CH:5][C:4]([C:7]([N:9]2[CH2:14][CH2:13][CH:12]([C:15](O)=O)[CH2:11][CH2:10]2)=[O:8])=[CH:3][CH:2]=1.[NH2:24][C:25]1[CH:26]=[N:27][CH:28]=[CH:29][C:30]=1[NH2:31].P(OC1C=CC=CC=1)(OC1C=CC=CC=1)(OC1C=CC=CC=1)=O, predict the reaction product. The product is: [C:1]1([C:18]2[CH:23]=[CH:22][CH:21]=[CH:20][CH:19]=2)[CH:6]=[CH:5][C:4]([C:7]([N:9]2[CH2:14][CH2:13][CH:12]([C:15]3[NH:31][C:30]4[CH:29]=[CH:28][N:27]=[CH:26][C:25]=4[N:24]=3)[CH2:11][CH2:10]2)=[O:8])=[CH:3][CH:2]=1. (6) Given the reactants CS(O[C@@H:6]([CH2:23][C:24]1[CH:29]=[C:28]([F:30])[C:27]([F:31])=[CH:26][C:25]=1[F:32])[CH2:7][C:8]([N:10]1[CH2:15][CH2:14][N:13]2[C:16]([C:19]([F:22])([F:21])[F:20])=[N:17][N:18]=[C:12]2[CH2:11]1)=[O:9])(=O)=O.CN(C)C=O.[N-:38]=[N+:39]=[N-:40].[Na+], predict the reaction product. The product is: [N:38]([C@H:6]([CH2:23][C:24]1[CH:29]=[C:28]([F:30])[C:27]([F:31])=[CH:26][C:25]=1[F:32])[CH2:7][C:8]([N:10]1[CH2:15][CH2:14][N:13]2[C:16]([C:19]([F:22])([F:21])[F:20])=[N:17][N:18]=[C:12]2[CH2:11]1)=[O:9])=[N+:39]=[N-:40]. (7) Given the reactants [NH2:1][CH2:2][CH2:3][N:4]1[C:9](=[O:10])[CH:8]=[CH:7][C:6]([C:11]2[CH:16]=[CH:15][CH:14]=[CH:13][CH:12]=2)=[N:5]1.Cl[C:18]1[CH:19]=[CH:20][N:21]=[C:22]2[C:27]=1N=[CH:25][C:24]([O:28][CH3:29])=[CH:23]2.[CH3:30]C(O)C, predict the reaction product. The product is: [CH3:29][O:28][C:24]1[CH:23]=[C:22]2[C:27]([C:18]([NH:1][CH2:2][CH2:3][N:4]3[C:9](=[O:10])[CH:8]=[CH:7][C:6]([C:11]4[CH:16]=[CH:15][CH:14]=[CH:13][CH:12]=4)=[N:5]3)=[CH:19][CH:20]=[N:21]2)=[CH:30][CH:25]=1. (8) Given the reactants [Cl:1][C:2]1[N:7]=[CH:6][C:5]([C:8]2[S:12][C:11]([NH:13]C(=O)C)=[N:10][C:9]=2[CH3:17])=[CH:4][C:3]=1[NH:18][S:19]([CH3:22])(=[O:21])=[O:20].Cl, predict the reaction product. The product is: [NH2:13][C:11]1[S:12][C:8]([C:5]2[CH:4]=[C:3]([NH:18][S:19]([CH3:22])(=[O:21])=[O:20])[C:2]([Cl:1])=[N:7][CH:6]=2)=[C:9]([CH3:17])[N:10]=1. (9) Given the reactants [CH3:1][C:2]1[NH:3][C:4]2[C:9]([CH:10]=1)=[CH:8][C:7]([NH2:11])=[CH:6][CH:5]=2.[Cl:12]N1C(=O)CCC1=O, predict the reaction product. The product is: [Cl:12][C:10]1[C:9]2[C:4](=[CH:5][CH:6]=[C:7]([NH2:11])[CH:8]=2)[NH:3][C:2]=1[CH3:1].